Dataset: Forward reaction prediction with 1.9M reactions from USPTO patents (1976-2016). Task: Predict the product of the given reaction. (1) Given the reactants [CH3:1][O:2][C:3](=[O:32])[C@H:4]([CH2:13][C:14]1[CH:19]=[CH:18][C:17]([NH:20][C:21]([C:23]2[CH:28]=[C:27]([C:29]#[N:30])[CH:26]=[CH:25][C:24]=2[Cl:31])=[O:22])=[CH:16][CH:15]=1)[NH:5]C(OC(C)(C)C)=O.[F:33][C:34]([F:39])([F:38])[C:35]([OH:37])=[O:36], predict the reaction product. The product is: [OH:37][C:35]([C:34]([F:39])([F:38])[F:33])=[O:36].[CH3:1][O:2][C:3](=[O:32])[C@H:4]([CH2:13][C:14]1[CH:15]=[CH:16][C:17]([NH:20][C:21]([C:23]2[CH:28]=[C:27]([C:29]#[N:30])[CH:26]=[CH:25][C:24]=2[Cl:31])=[O:22])=[CH:18][CH:19]=1)[NH2:5]. (2) Given the reactants [C:1]([O:5][C:6]([N:8]1[CH2:13][CH2:12][C:11]([CH3:24])([C:14]([O:16]CC2C=CC=CC=2)=[O:15])[CH2:10][CH2:9]1)=[O:7])([CH3:4])([CH3:3])[CH3:2], predict the reaction product. The product is: [C:1]([O:5][C:6]([N:8]1[CH2:13][CH2:12][C:11]([CH3:24])([C:14]([OH:16])=[O:15])[CH2:10][CH2:9]1)=[O:7])([CH3:4])([CH3:2])[CH3:3]. (3) Given the reactants [CH2:1]([O:4][N:5]=[C:6]1[CH2:10][N:9]([C:11]([O:13]C(C)(C)C)=O)[C@H:8]([C:18]([OH:20])=O)[CH2:7]1)[CH:2]=[CH2:3].[N:21]([C:24]1[CH:29]=[CH:28][CH:27]=[CH:26][CH:25]=1)=C=O.[CH2:30]([N:32]1[C:44]2[CH:43]=[CH:42][C:41]([NH2:45])=[CH:40][C:39]=2[C:38]2[C:33]1=[CH:34][CH:35]=[CH:36][CH:37]=2)[CH3:31], predict the reaction product. The product is: [CH2:1]([O:4][N:5]=[C:6]1[CH2:10][N:9]([C:11]([NH:21][C:24]2[CH:29]=[CH:28][CH:27]=[CH:26][CH:25]=2)=[O:13])[C@H:8]([C:18]([NH:45][C:41]2[CH:42]=[CH:43][C:44]3[N:32]([CH2:30][CH3:31])[C:33]4[C:38]([C:39]=3[CH:40]=2)=[CH:37][CH:36]=[CH:35][CH:34]=4)=[O:20])[CH2:7]1)[CH:2]=[CH2:3]. (4) Given the reactants [C:1]([O:5][C:6]([NH:8][C:9]1[CH:14]=[CH:13][CH:12]=[CH:11][C:10]=1[NH:15][C:16](=[O:32])[C:17]1[CH:22]=[CH:21][C:20](B2OC(C)(C)C(C)(C)O2)=[CH:19][CH:18]=1)=[O:7])([CH3:4])([CH3:3])[CH3:2].[C:33]1([NH:39][C:40](=[O:49])[O:41][CH2:42][C:43]2[S:47][C:46](Cl)=[N:45][CH:44]=2)[CH:38]=[CH:37][CH:36]=[CH:35][CH:34]=1, predict the reaction product. The product is: [C:33]1([NH:39][C:40](=[O:49])[O:41][CH2:42][C:43]2[S:47][C:46]([C:20]3[CH:19]=[CH:18][C:17]([C:16]([NH:15][C:10]4[CH:11]=[CH:12][CH:13]=[CH:14][C:9]=4[NH:8][C:6]([O:5][C:1]([CH3:4])([CH3:3])[CH3:2])=[O:7])=[O:32])=[CH:22][CH:21]=3)=[N:45][CH:44]=2)[CH:38]=[CH:37][CH:36]=[CH:35][CH:34]=1. (5) Given the reactants CO[C:3]([C:5]1[C:6](=[O:18])[N:7]([CH3:17])[C:8]2[C:13]([C:14]=1[OH:15])=[C:12]([Cl:16])[CH:11]=[CH:10][CH:9]=2)=[O:4].[CH2:19]([NH:21][C:22]1[CH:27]=[CH:26][CH:25]=[CH:24][CH:23]=1)[CH3:20].CCCCCCC, predict the reaction product. The product is: [CH3:20][CH2:19][N:21]([C:3]([C:5]1[C:6](=[O:18])[N:7]([CH3:17])[C:8]2[CH:9]=[CH:10][CH:11]=[C:12]([Cl:16])[C:13]=2[C:14]=1[OH:15])=[O:4])[C:22]1[CH:23]=[CH:24][CH:25]=[CH:26][CH:27]=1. (6) The product is: [C:8]1([C:6]2[N:7]=[C:2]([C:20]#[N:21])[C:3]3[NH:16][CH:15]=[CH:14][C:4]=3[N:5]=2)[CH:13]=[CH:12][CH:11]=[CH:10][CH:9]=1. Given the reactants Cl[C:2]1[C:3]2[NH:16][CH:15]=[CH:14][C:4]=2[N:5]=[C:6]([C:8]2[CH:13]=[CH:12][CH:11]=[CH:10][CH:9]=2)[N:7]=1.[C-]#N.[K+].[CH3:20][N:21](C)CCN(C)C.C1(P(C2C=CC=CC=2)CCCCCP(C2C=CC=CC=2)C2C=CC=CC=2)C=CC=CC=1, predict the reaction product. (7) The product is: [Cl:1][C:2]1[CH:7]=[CH:6][C:5]([CH2:8][CH2:9][C:10]([OH:12])=[O:11])=[CH:4][C:3]=1[NH:17][C:18](=[O:33])[CH:19]([N:26]1[CH2:27][CH2:28][CH:29]([CH3:32])[CH2:30][CH2:31]1)[CH:20]([CH3:25])[C:21]([F:24])([F:23])[F:22]. Given the reactants [Cl:1][C:2]1[CH:7]=[CH:6][C:5]([CH2:8][CH2:9][C:10]([O:12]C(C)(C)C)=[O:11])=[CH:4][C:3]=1[NH:17][C:18](=[O:33])[CH:19]([N:26]1[CH2:31][CH2:30][CH:29]([CH3:32])[CH2:28][CH2:27]1)[CH:20]([CH3:25])[C:21]([F:24])([F:23])[F:22].FC(F)(F)C(O)=O, predict the reaction product.